From a dataset of Reaction yield outcomes from USPTO patents with 853,638 reactions. Predict the reaction yield, written as a fraction of the theoretical maximum amount of product (1.0 means a 100% yield; for example, 0.34 means a 34% yield). (1) The reactants are [CH3:1][N:2]1[C:7](=[O:8])[C:6]([NH:9][C:10]2[CH:15]=[CH:14][N:13]=[CH:12][N:11]=2)=[CH:5][C:4]([C:16]2[C:21]([CH:22]=[O:23])=[C:20]([N:24]3[CH2:35][CH2:34][N:33]4[C:26](=[CH:27][C:28]5[CH2:29][C:30]([CH3:37])([CH3:36])[CH2:31][C:32]=54)[C:25]3=[O:38])[N:19]=[CH:18][CH:17]=2)=[CH:3]1.[BH4-].[Na+]. The catalyst is CO. The product is [OH:23][CH2:22][C:21]1[C:20]([N:24]2[CH2:35][CH2:34][N:33]3[C:32]4[CH2:31][C:30]([CH3:36])([CH3:37])[CH2:29][C:28]=4[CH:27]=[C:26]3[C:25]2=[O:38])=[N:19][CH:18]=[CH:17][C:16]=1[C:4]1[CH:5]=[C:6]([NH:9][C:10]2[CH:15]=[CH:14][N:13]=[CH:12][N:11]=2)[C:7](=[O:8])[N:2]([CH3:1])[CH:3]=1. The yield is 0.420. (2) The reactants are [CH2:1]([CH:5]([CH2:8]C#N)[C:6]#[N:7])[CH:2]([CH3:4])[CH3:3].[C:11]([O-:14])(O)=[O:12].[Na+].Cl. The catalyst is O. The product is [C:6]([CH:5]([CH2:1][CH:2]([CH3:4])[CH3:3])[CH2:8][C:11]([OH:14])=[O:12])#[N:7]. The yield is 0.900. (3) The reactants are [CH2:1]([O:3][C:4]([CH:6]1[CH2:11][CH2:10][CH:9]([NH2:12])[CH2:8][CH2:7]1)=[O:5])C.CCN(C(C)C)C(C)C.CS([C:25]1[N:30]=[C:29]([N:31]2[C:39]3[C:34](=[C:35]([O:40][CH2:41][CH2:42][CH2:43][S:44]([CH3:47])(=[O:46])=[O:45])[CH:36]=[CH:37][CH:38]=3)[CH:33]=[CH:32]2)[CH:28]=[CH:27][N:26]=1)=O.O. The catalyst is CC(N(C)C)=O. The product is [CH3:1][O:3][C:4]([CH:6]1[CH2:11][CH2:10][CH:9]([NH:12][C:25]2[N:30]=[C:29]([N:31]3[C:39]4[C:34](=[C:35]([O:40][CH2:41][CH2:42][CH2:43][S:44]([CH3:47])(=[O:45])=[O:46])[CH:36]=[CH:37][CH:38]=4)[CH:33]=[CH:32]3)[CH:28]=[CH:27][N:26]=2)[CH2:8][CH2:7]1)=[O:5]. The yield is 0.900. (4) The reactants are [OH:1][C@@H:2]([CH2:28][OH:29])[CH2:3][NH:4][C:5]([C:7]1[C:8](=[O:27])[N:9]([CH3:26])[C:10]2[C:15]([C:16]=1[OH:17])=[N:14][CH:13]=[C:12]([CH2:18][C:19]1[CH:24]=[CH:23][C:22]([F:25])=[CH:21][CH:20]=1)[CH:11]=2)=[O:6].[OH-].[Na+:31]. No catalyst specified. The product is [OH:1][C@@H:2]([CH2:28][OH:29])[CH2:3][NH:4][C:5]([C:7]1[C:8](=[O:27])[N:9]([CH3:26])[C:10]2[C:15]([C:16]=1[O-:17])=[N:14][CH:13]=[C:12]([CH2:18][C:19]1[CH:20]=[CH:21][C:22]([F:25])=[CH:23][CH:24]=1)[CH:11]=2)=[O:6].[Na+:31]. The yield is 0.940.